Dataset: Full USPTO retrosynthesis dataset with 1.9M reactions from patents (1976-2016). Task: Predict the reactants needed to synthesize the given product. (1) Given the product [OH:13][C:14]1([CH2:19][O:20][C@H:21]2[CH2:26][CH2:25][C@H:24]([N:27]3[C:32](=[O:33])[C:31]([CH2:34][C:35]4[CH:36]=[CH:37][C:38]([C:41]5[CH:46]=[CH:45][CH:44]=[CH:43][C:42]=5[C:47]5[NH:3][C:4](=[O:7])[O:5][N:48]=5)=[CH:39][CH:40]=4)=[C:30]([CH2:49][CH2:50][CH3:51])[N:29]4[N:52]=[CH:53][N:54]=[C:28]34)[CH2:23][CH2:22]2)[CH2:15][CH2:16][CH2:17][CH2:18]1, predict the reactants needed to synthesize it. The reactants are: [Cl-].O[NH3+:3].[C:4](=[O:7])([O-])[OH:5].[Na+].CS(C)=O.[OH:13][C:14]1([CH2:19][O:20][C@H:21]2[CH2:26][CH2:25][C@H:24]([N:27]3[C:32](=[O:33])[C:31]([CH2:34][C:35]4[CH:40]=[CH:39][C:38]([C:41]5[C:42]([C:47]#[N:48])=[CH:43][CH:44]=[CH:45][CH:46]=5)=[CH:37][CH:36]=4)=[C:30]([CH2:49][CH2:50][CH3:51])[N:29]4[N:52]=[CH:53][N:54]=[C:28]34)[CH2:23][CH2:22]2)[CH2:18][CH2:17][CH2:16][CH2:15]1. (2) Given the product [Cl:3][C:4]1[CH:5]=[C:6]([C:14]2[O:18][N:17]=[C:16]([C:19]3[C:20]([CH2:33][CH2:34][CH3:35])=[C:21]([CH2:25][CH2:26][CH2:27][C:28]([OH:30])=[O:29])[CH:22]=[CH:23][CH:24]=3)[N:15]=2)[CH:7]=[CH:8][C:9]=1[O:10][CH:11]([CH3:12])[CH3:13], predict the reactants needed to synthesize it. The reactants are: [OH-].[Na+].[Cl:3][C:4]1[CH:5]=[C:6]([C:14]2[O:18][N:17]=[C:16]([C:19]3[C:20]([CH2:33][CH2:34][CH3:35])=[C:21]([CH2:25][CH2:26][CH2:27][C:28]([O:30]CC)=[O:29])[CH:22]=[CH:23][CH:24]=3)[N:15]=2)[CH:7]=[CH:8][C:9]=1[O:10][CH:11]([CH3:13])[CH3:12].Cl. (3) Given the product [Cl:1][C:2]1[C:10]2[C:9](=[O:11])[NH:8][N:7]=[CH:6][C:5]=2[NH:4][C:3]=1[C:20]1[CH:25]=[CH:24][C:23]([O:26][CH:27]([F:29])[F:28])=[C:22]([O:30][CH2:31][CH:32]2[CH2:34][CH2:33]2)[CH:21]=1, predict the reactants needed to synthesize it. The reactants are: [Cl:1][C:2]1[C:10]2[C:9](=[O:11])[NH:8][N:7]=[CH:6][C:5]=2[N:4](COCC[Si](C)(C)C)[C:3]=1[C:20]1[CH:25]=[CH:24][C:23]([O:26][CH:27]([F:29])[F:28])=[C:22]([O:30][CH2:31][CH:32]2[CH2:34][CH2:33]2)[CH:21]=1.ClC1C2C(=O)NN=CC=2N(COCC[Si](C)(C)C)C=1C1C=CC(OC(F)F)=C(OC2CC2)C=1.C(OC(C)C)(C)C.C1CCCCC1. (4) The reactants are: [CH3:1][N:2]([CH3:22])[C:3]([C:5]1[C:9]2[CH:10]=[C:11]([N:14]3[CH2:19][C@H:18]([CH3:20])[NH:17][C@H:16]([CH3:21])[CH2:15]3)[CH:12]=[CH:13][C:8]=2[O:7][CH:6]=1)=[O:4].C=O.[BH3-][C:26]#N.[Na+]. Given the product [CH3:1][N:2]([CH3:22])[C:3]([C:5]1[C:9]2[CH:10]=[C:11]([N:14]3[CH2:19][C@H:18]([CH3:20])[N:17]([CH3:26])[C@H:16]([CH3:21])[CH2:15]3)[CH:12]=[CH:13][C:8]=2[O:7][CH:6]=1)=[O:4], predict the reactants needed to synthesize it. (5) Given the product [CH3:1][S:2]([C:3]1[CH:8]=[CH:7][C:6]([N+:9]([O-:11])=[O:10])=[CH:5][N:4]=1)(=[O:13])=[O:18], predict the reactants needed to synthesize it. The reactants are: [CH3:1][S:2][C:3]1[CH:8]=[CH:7][C:6]([N+:9]([O-:11])=[O:10])=[CH:5][N:4]=1.I([O-])(=O)(=O)=[O:13].[Na+].[OH2:18]. (6) Given the product [CH2:7]([CH:6]1[CH2:11][NH:12][C:4](=[O:3])[CH2:5]1)[CH2:8][CH2:9][CH3:10], predict the reactants needed to synthesize it. The reactants are: C([O:3][C:4](=O)[CH2:5][CH:6]([CH2:11][N+:12]([O-])=O)[CH2:7][CH2:8][CH2:9][CH3:10])C.[H][H].